This data is from Full USPTO retrosynthesis dataset with 1.9M reactions from patents (1976-2016). The task is: Predict the reactants needed to synthesize the given product. The reactants are: Br[C:2]1[CH:15]=[CH:14][C:13]2[O:12][C:11]3[C:6](=[CH:7][C:8]([C:16]4[CH:17]=[N:18][CH:19]=[CH:20][CH:21]=4)=[CH:9][CH:10]=3)[C@@:5]3([CH2:25][O:24][C:23]([NH2:26])=[N:22]3)[C:4]=2[CH:3]=1.P([O-])([O-])([O-])=O.[K+].[K+].[K+].[O:35]1[CH2:39][CH2:38][CH:37]=[C:36]1B1OC(C)(C)C(C)(C)O1.CC(N)CC1C=CC=CC=1.[OH:59]P(O)(O)=O. Given the product [NH2:26][C:23]1[O:24][CH2:25][C@:5]2([N:22]=1)[C:6]1[CH:7]=[C:8]([C:16]3[CH:17]=[N:18][CH:19]=[CH:20][CH:21]=3)[CH:9]=[CH:10][C:11]=1[O:12][C:13]1[C:4]2=[CH:3][C:2]([C:37](=[O:36])[CH2:38][CH2:39][CH2:35][OH:59])=[CH:15][CH:14]=1, predict the reactants needed to synthesize it.